Dataset: Catalyst prediction with 721,799 reactions and 888 catalyst types from USPTO. Task: Predict which catalyst facilitates the given reaction. (1) Reactant: [OH-].[Li+].[CH2:3]([S:7]([O:10][C:11]1[CH:16]=[CH:15][C:14]([CH2:17][CH2:18][CH2:19][C:20]2[CH:25]=[CH:24][C:23]([CH2:26][CH2:27][C:28]([O:30]C)=[O:29])=[C:22]([O:32][CH2:33][C:34]3[CH:39]=[CH:38][CH:37]=[C:36]([O:40][CH3:41])[CH:35]=3)[CH:21]=2)=[CH:13][C:12]=1[O:42][CH3:43])(=[O:9])=[O:8])[CH2:4][CH2:5][CH3:6].O.Cl. Product: [CH2:3]([S:7]([O:10][C:11]1[CH:16]=[CH:15][C:14]([CH2:17][CH2:18][CH2:19][C:20]2[CH:25]=[CH:24][C:23]([CH2:26][CH2:27][C:28]([OH:30])=[O:29])=[C:22]([O:32][CH2:33][C:34]3[CH:39]=[CH:38][CH:37]=[C:36]([O:40][CH3:41])[CH:35]=3)[CH:21]=2)=[CH:13][C:12]=1[O:42][CH3:43])(=[O:8])=[O:9])[CH2:4][CH2:5][CH3:6]. The catalyst class is: 7. (2) Reactant: [CH2:1]([NH:9][C:10]1[C:11]2[CH:18]=[C:17]([C:19]([O:21]CC)=[O:20])[S:16][C:12]=2[N:13]=[CH:14][N:15]=1)[CH2:2][C:3]1[CH:8]=[CH:7][CH:6]=[CH:5][CH:4]=1.[OH-].[Li+].Cl. Product: [CH2:1]([NH:9][C:10]1[C:11]2[CH:18]=[C:17]([C:19]([OH:21])=[O:20])[S:16][C:12]=2[N:13]=[CH:14][N:15]=1)[CH2:2][C:3]1[CH:8]=[CH:7][CH:6]=[CH:5][CH:4]=1. The catalyst class is: 20. (3) Reactant: [Cl:1][C:2]1[CH:7]=[CH:6][C:5]([S:8]([C:11]2[C:19]3[C:14](=[CH:15][CH:16]=[C:17]([CH3:20])[CH:18]=3)[NH:13][C:12]=2[CH3:21])(=[O:10])=[O:9])=[CH:4][CH:3]=1.[H-].[Na+].[CH2:24]([O:26][C:27](=[O:30])[CH2:28]Br)[CH3:25].C(O)C. Product: [Cl:1][C:2]1[CH:3]=[CH:4][C:5]([S:8]([C:11]2[C:19]3[C:14](=[CH:15][CH:16]=[C:17]([CH3:20])[CH:18]=3)[N:13]([CH2:28][C:27]([O:26][CH2:24][CH3:25])=[O:30])[C:12]=2[CH3:21])(=[O:10])=[O:9])=[CH:6][CH:7]=1. The catalyst class is: 1. (4) Reactant: Cl.F[C:3]1[CH:8]=[C:7]([S:9]([CH3:12])(=[O:11])=[O:10])[CH:6]=[CH:5][C:4]=1[NH:13][C:14]1[C:19]2[O:20][CH2:21][CH2:22][N:23]([CH:24]3[CH2:29][CH2:28][NH:27][CH2:26][CH2:25]3)[C:18]=2[N:17]=[CH:16][N:15]=1.[F:30][C:31]([F:39])([F:38])[CH:32]([O:34][C:35](Cl)=[O:36])[CH3:33]. Product: [CH3:12][S:9]([C:7]1[CH:8]=[CH:3][C:4]([NH:13][C:14]2[C:19]3[O:20][CH2:21][CH2:22][N:23]([CH:24]4[CH2:25][CH2:26][N:27]([C:35]([O:34][CH:32]([CH3:33])[C:31]([F:39])([F:38])[F:30])=[O:36])[CH2:28][CH2:29]4)[C:18]=3[N:17]=[CH:16][N:15]=2)=[CH:5][CH:6]=1)(=[O:11])=[O:10]. The catalyst class is: 2. (5) Reactant: [Cl:1][C:2]1[CH:3]=[C:4]([CH:9]2[CH:13]([CH:14]([O:16][C:17]3[CH:22]=[CH:21][C:20]([C:23]([F:26])([F:25])[F:24])=[CH:19][N:18]=3)[CH3:15])[CH2:12][N:11]([C:27](Cl)=[O:28])[CH2:10]2)[CH:5]=[CH:6][C:7]=1[Cl:8].CCN(CC)CC.[CH3:37][N:38]1[C:42]([CH2:43][NH2:44])=[CH:41][N:40]=[CH:39]1. Product: [CH3:37][N:38]1[C:42]([CH2:43][NH:44][C:27]([N:11]2[CH2:12][CH:13]([CH:14]([O:16][C:17]3[CH:22]=[CH:21][C:20]([C:23]([F:26])([F:24])[F:25])=[CH:19][N:18]=3)[CH3:15])[CH:9]([C:4]3[CH:5]=[CH:6][C:7]([Cl:8])=[C:2]([Cl:1])[CH:3]=3)[CH2:10]2)=[O:28])=[CH:41][N:40]=[CH:39]1. The catalyst class is: 2. (6) Reactant: [Cl:1][C:2]1[CH:7]=[CH:6][C:5]([O:8][C:9]2[CH:16]=[CH:15][C:12]([CH:13]=O)=[CH:11][CH:10]=2)=[CH:4][C:3]=1[CH3:17].[H-].[Na+].[CH2:20]1COCC1. Product: [Cl:1][C:2]1[CH:7]=[CH:6][C:5]([O:8][C:9]2[CH:16]=[CH:15][C:12]([CH:13]=[CH2:20])=[CH:11][CH:10]=2)=[CH:4][C:3]=1[CH3:17]. The catalyst class is: 629.